Dataset: Catalyst prediction with 721,799 reactions and 888 catalyst types from USPTO. Task: Predict which catalyst facilitates the given reaction. (1) Product: [NH2:7][C:8]1[CH:13]=[CH:12][CH:11]=[CH:10][C:9]=1[NH:14][C:15](=[O:47])/[CH:16]=[CH:17]/[C:18]1[CH:23]=[CH:22][C:21]([CH:24]([O:38][CH2:39][CH2:40][N:41]2[CH2:46][CH2:45][O:44][CH2:43][CH2:42]2)[C:25](=[O:37])[NH:26][C:27]2[CH:32]=[CH:31][C:30]([C:33]([F:34])([F:35])[F:36])=[CH:29][CH:28]=2)=[CH:20][CH:19]=1. Reactant: C(OC(=O)[NH:7][C:8]1[CH:13]=[CH:12][CH:11]=[CH:10][C:9]=1[NH:14][C:15](=[O:47])/[CH:16]=[CH:17]/[C:18]1[CH:23]=[CH:22][C:21]([CH:24]([O:38][CH2:39][CH2:40][N:41]2[CH2:46][CH2:45][O:44][CH2:43][CH2:42]2)[C:25](=[O:37])[NH:26][C:27]2[CH:32]=[CH:31][C:30]([C:33]([F:36])([F:35])[F:34])=[CH:29][CH:28]=2)=[CH:20][CH:19]=1)(C)(C)C.Cl. The catalyst class is: 5. (2) Reactant: [C:1]1([C:7]2[N:8]=[CH:9][O:10][CH:11]=2)[CH:6]=[CH:5][CH:4]=[CH:3][CH:2]=1.[Cl:12][S:13](O)(=[O:15])=[O:14]. The catalyst class is: 4. Product: [O:10]1[CH:11]=[C:7]([C:1]2[CH:2]=[CH:3][C:4]([S:13]([Cl:12])(=[O:15])=[O:14])=[CH:5][CH:6]=2)[N:8]=[CH:9]1. (3) Reactant: [Cl:1][C:2]1[CH:3]=[C:4]([NH:9][C:10](=S)[NH:11][C:12]2[N:17]=[C:16]([NH:18][CH2:19][CH2:20][CH2:21][N:22]([CH3:24])[CH3:23])[CH:15]=[C:14]([CH3:25])[CH:13]=2)[CH:5]=[CH:6][C:7]=1[Cl:8].[I-].Cl[C:29]1C=CC=C[N+:30]=1C.CN(C)C.CN. Product: [Cl:1][C:2]1[CH:3]=[C:4]([NH:9][C:10](=[N:30][CH3:29])[NH:11][C:12]2[N:17]=[C:16]([NH:18][CH2:19][CH2:20][CH2:21][N:22]([CH3:24])[CH3:23])[CH:15]=[C:14]([CH3:25])[CH:13]=2)[CH:5]=[CH:6][C:7]=1[Cl:8]. The catalyst class is: 3. (4) Product: [NH2:1][C:2]([C:4]1[CH:5]=[N:6][C:7]2[C:12]([C:13]=1[NH:14][C:15]1[CH:16]=[C:17]([CH:23]=[CH:24][CH:25]=1)[C:18]([O:20][CH2:21][CH3:22])=[O:19])=[CH:11][CH:10]=[C:9]([C:31]1[C:30]([CH3:43])=[N:29][N:28]([CH3:27])[C:32]=1[CH3:33])[CH:8]=2)=[O:3]. The catalyst class is: 70. Reactant: [NH2:1][C:2]([C:4]1[CH:5]=[N:6][C:7]2[C:12]([C:13]=1[NH:14][C:15]1[CH:16]=[C:17]([CH:23]=[CH:24][CH:25]=1)[C:18]([O:20][CH2:21][CH3:22])=[O:19])=[CH:11][CH:10]=[C:9](Cl)[CH:8]=2)=[O:3].[CH3:27][N:28]1[C:32]([CH3:33])=[C:31](B2OC(C)(C)C(C)(C)O2)[C:30]([CH3:43])=[N:29]1.C(=O)([O-])[O-].[K+].[K+]. (5) Reactant: [C:1]([C:3]1[C:4]([N:18]2[CH2:23][CH2:22][NH:21][CH2:20][CH2:19]2)=[N:5][C:6]([C:14]([F:17])([F:16])[F:15])=[C:7]([CH:13]=1)[C:8]([O:10][CH2:11][CH3:12])=[O:9])#[N:2].[CH3:24][C:25]1[CH:30]=[CH:29][C:28]([S:31]([N:34]=[C:35]=[O:36])(=[O:33])=[O:32])=[CH:27][CH:26]=1.C(N(CC)CC)C. Product: [C:1]([C:3]1[C:4]([N:18]2[CH2:23][CH2:22][N:21]([C:35]([NH:34][S:31]([C:28]3[CH:29]=[CH:30][C:25]([CH3:24])=[CH:26][CH:27]=3)(=[O:33])=[O:32])=[O:36])[CH2:20][CH2:19]2)=[N:5][C:6]([C:14]([F:15])([F:17])[F:16])=[C:7]([CH:13]=1)[C:8]([O:10][CH2:11][CH3:12])=[O:9])#[N:2]. The catalyst class is: 2. (6) Reactant: [NH2:1][C:2]1[CH:18]=[CH:17][CH:16]=[C:15]([Cl:19])[C:3]=1[C:4]([NH:6][C:7]1[CH:12]=[CH:11][CH:10]=[CH:9][C:8]=1[O:13][CH3:14])=[O:5].[Cl:20][CH2:21][C:22](Cl)=O. Product: [Cl:19][C:15]1[CH:16]=[CH:17][CH:18]=[C:2]2[C:3]=1[C:4](=[O:5])[N:6]([C:7]1[CH:12]=[CH:11][CH:10]=[CH:9][C:8]=1[O:13][CH3:14])[C:22]([CH2:21][Cl:20])=[N:1]2. The catalyst class is: 52. (7) Reactant: [Cl:1][C:2]1[CH:7]=[CH:6][N:5]=[C:4]2[N:8](S(C3C=CC=CC=3)(=O)=O)[C:9]([CH3:11])=[CH:10][C:3]=12.C(=O)([O-])[O-].[K+].[K+].CO. Product: [Cl:1][C:2]1[CH:7]=[CH:6][N:5]=[C:4]2[NH:8][C:9]([CH3:11])=[CH:10][C:3]=12. The catalyst class is: 6.